Dataset: Reaction yield outcomes from USPTO patents with 853,638 reactions. Task: Predict the reaction yield, written as a fraction of the theoretical maximum amount of product (1.0 means a 100% yield; for example, 0.34 means a 34% yield). (1) The yield is 0.406. The catalyst is C1COCC1.O. The product is [Cl:13][C:14]1[C:19]([C:21]([OH:23])=[O:22])=[N:18][CH:17]=[C:16]([Cl:20])[N:15]=1. The reactants are C(NC(C)C)(C)C.[Li]CCCC.[Cl:13][C:14]1[CH:19]=[N:18][CH:17]=[C:16]([Cl:20])[N:15]=1.[C:21](=[O:23])=[O:22]. (2) The reactants are C([NH:5][S:6]([C:9]1[S:10][C:11]([C:14]2[CH:19]=[CH:18][CH:17]=[C:16]([C:20]3[N:25]=[C:24]([CH3:26])[CH:23]=[C:22]([C:27]4[CH:32]=[CH:31][C:30]([Cl:33])=[C:29]([Cl:34])[CH:28]=4)[N:21]=3)[CH:15]=2)=[CH:12][CH:13]=1)(=[O:8])=[O:7])(C)(C)C.C(O)(C(F)(F)F)=O. The catalyst is ClCCl. The product is [Cl:34][C:29]1[CH:28]=[C:27]([C:22]2[CH:23]=[C:24]([CH3:26])[N:25]=[C:20]([C:16]3[CH:15]=[C:14]([C:11]4[S:10][C:9]([S:6]([NH2:5])(=[O:8])=[O:7])=[CH:13][CH:12]=4)[CH:19]=[CH:18][CH:17]=3)[N:21]=2)[CH:32]=[CH:31][C:30]=1[Cl:33]. The yield is 0.110. (3) The reactants are [C:1]1([S:7]([NH2:10])(=[O:9])=[O:8])[CH:6]=[CH:5][CH:4]=[CH:3][CH:2]=1.[H-].[Na+].Cl[C:14]1[N:19]=[C:18]([C:20]2[CH:32]=[CH:31][C:23]3[N:24]=[C:25]([NH:27][C:28](=[O:30])[CH3:29])[S:26][C:22]=3[CH:21]=2)[CH:17]=[CH:16][N:15]=1. The catalyst is CS(C)=O. The product is [C:1]1([S:7]([NH:10][C:14]2[N:19]=[C:18]([C:20]3[CH:32]=[CH:31][C:23]4[N:24]=[C:25]([NH:27][C:28](=[O:30])[CH3:29])[S:26][C:22]=4[CH:21]=3)[CH:17]=[CH:16][N:15]=2)(=[O:9])=[O:8])[CH:6]=[CH:5][CH:4]=[CH:3][CH:2]=1. The yield is 0.410.